Predict the reactants needed to synthesize the given product. From a dataset of Full USPTO retrosynthesis dataset with 1.9M reactions from patents (1976-2016). (1) The reactants are: [CH:1]1([CH2:7][CH2:8][C:9]([O:11]CC)=O)[CH2:6][CH2:5][CH2:4][CH2:3][CH2:2]1.[CH3:14][O-].[Na+].C(OC)=O.Cl.[NH2:22][C:23]([NH2:25])=[NH:24].Cl. Given the product [NH2:24][C:23]1[NH:25][C:9](=[O:11])[C:8]([CH2:7][CH:1]2[CH2:2][CH2:3][CH2:4][CH2:5][CH2:6]2)=[CH:14][N:22]=1, predict the reactants needed to synthesize it. (2) Given the product [F:40][C:37]([F:38])([F:39])[C:35]1[CH:34]=[C:33]([S:41]([N:26]2[CH2:27][CH2:28][CH:23]([C:20]3[C:16]4[N:17]=[CH:18][N:19]=[C:14]([NH:13][C:4]5[CH:5]=[CH:6][C:7]([S:9]([CH3:12])(=[O:10])=[O:11])=[CH:8][C:3]=5[F:2])[C:15]=4[O:22][CH:21]=3)[CH2:24][CH2:25]2)(=[O:42])=[O:43])[CH:32]=[C:31]([C:30]([F:46])([F:45])[F:29])[CH:36]=1, predict the reactants needed to synthesize it. The reactants are: Cl.[F:2][C:3]1[CH:8]=[C:7]([S:9]([CH3:12])(=[O:11])=[O:10])[CH:6]=[CH:5][C:4]=1[NH:13][C:14]1[C:15]2[O:22][CH:21]=[C:20]([CH:23]3[CH2:28][CH2:27][NH:26][CH2:25][CH2:24]3)[C:16]=2[N:17]=[CH:18][N:19]=1.[F:29][C:30]([F:46])([F:45])[C:31]1[CH:32]=[C:33]([S:41](Cl)(=[O:43])=[O:42])[CH:34]=[C:35]([C:37]([F:40])([F:39])[F:38])[CH:36]=1.O. (3) The reactants are: [Cl:1][C:2]1[C:3]([F:33])=[C:4]([C:16]([NH:18][C@@H:19]2[CH2:24][CH2:23][N:22]([C:25]([O:27][C:28]([CH3:31])([CH3:30])[CH3:29])=[O:26])[CH2:21][C@@H:20]2[F:32])=[O:17])[N:5](COCC[Si](C)(C)C)[C:6]=1[CH3:7].[F-].C([N+](CCCC)(CCCC)CCCC)CCC.C(N)CN. Given the product [Cl:1][C:2]1[C:3]([F:33])=[C:4]([C:16]([NH:18][C@@H:19]2[CH2:24][CH2:23][N:22]([C:25]([O:27][C:28]([CH3:29])([CH3:30])[CH3:31])=[O:26])[CH2:21][C@@H:20]2[F:32])=[O:17])[NH:5][C:6]=1[CH3:7], predict the reactants needed to synthesize it. (4) Given the product [Br:1][C:2]1[CH:7]=[CH:6][C:5]([O:8][CH2:13][CH2:12][CH2:11][S:10][CH3:9])=[CH:4][CH:3]=1, predict the reactants needed to synthesize it. The reactants are: [Br:1][C:2]1[CH:7]=[CH:6][C:5]([OH:8])=[CH:4][CH:3]=1.[CH3:9][S:10][CH2:11][CH2:12][CH2:13]O.C(P(CCCC)CCCC)CCC.N(C(N1CCCCC1)=O)=NC(N1CCCCC1)=O. (5) The reactants are: Br[C:2]1[CH:7]=[CH:6][C:5]([NH:8][N:9]2[C:17](=[O:18])[C:16]3[C:11](=[CH:12][CH:13]=[CH:14][CH:15]=3)[C:10]2=[O:19])=[CH:4][CH:3]=1.C([O-])([O-])=O.[K+].[K+].CO[CH2:28][CH2:29]OC. Given the product [CH:28]([C:2]1[CH:7]=[CH:6][C:5]([NH:8][N:9]2[C:17](=[O:18])[C:16]3[C:11](=[CH:12][CH:13]=[CH:14][CH:15]=3)[C:10]2=[O:19])=[CH:4][CH:3]=1)=[CH2:29], predict the reactants needed to synthesize it. (6) Given the product [ClH:1].[F:21][C:16]1[CH:17]=[CH:18][CH:19]=[CH:20][C:15]=1[N:7]1[C:8]2[CH:14]=[CH:13][CH:12]=[CH:11][C:9]=2[O:10][CH:5]([CH2:4][CH2:3][CH2:2][NH:25][CH3:24])[S:6]1(=[O:23])=[O:22], predict the reactants needed to synthesize it. The reactants are: [Cl:1][CH2:2][CH2:3][CH2:4][CH:5]1[O:10][C:9]2[CH:11]=[CH:12][CH:13]=[CH:14][C:8]=2[N:7]([C:15]2[CH:20]=[CH:19][CH:18]=[CH:17][C:16]=2[F:21])[S:6]1(=[O:23])=[O:22].[CH3:24][NH2:25]. (7) Given the product [Br:1][C:2]1[O:6][C:5]2[CH:7]=[CH:8][NH:18][C:23](=[O:28])[C:4]=2[CH:3]=1, predict the reactants needed to synthesize it. The reactants are: [Br:1][C:2]1[O:6][C:5]([CH:7]=[CH:8]C(N=[N+]=[N-])=O)=[CH:4][CH:3]=1.C([N:18]([CH2:23]CCC)CCCC)CCC.C[O:28]C(C)(C)C.